From a dataset of Full USPTO retrosynthesis dataset with 1.9M reactions from patents (1976-2016). Predict the reactants needed to synthesize the given product. (1) Given the product [O:1]1[CH2:2][CH2:3][N:4]([C:7]2[C:8]3[N:9]([CH:33]=[C:34]([CH2:36][CH2:37][C:38]4[CH:47]=[CH:46][C:45]5[C:40](=[CH:41][CH:42]=[CH:43][CH:44]=5)[N:39]=4)[N:35]=3)[C:10]([C:13]3[CH:18]=[CH:17][C:16]([N:19]4[C:23](=[O:24])[NH:22][N:21]=[CH:20]4)=[CH:15][CH:14]=3)=[CH:11][N:12]=2)[CH2:5][CH2:6]1, predict the reactants needed to synthesize it. The reactants are: [O:1]1[CH2:6][CH2:5][N:4]([C:7]2[C:8]3[N:9]([CH:33]=[C:34]([CH2:36][CH2:37][C:38]4[CH:47]=[CH:46][C:45]5[C:40](=[CH:41][CH:42]=[CH:43][CH:44]=5)[N:39]=4)[N:35]=3)[C:10]([C:13]3[CH:18]=[CH:17][C:16]([N:19]4[C:23](=[O:24])[N:22](COCC[Si](C)(C)C)[N:21]=[CH:20]4)=[CH:15][CH:14]=3)=[CH:11][N:12]=2)[CH2:3][CH2:2]1.C(Cl)Cl.C(O)(C(F)(F)F)=O.O.CCO.CCN(C(C)C)C(C)C. (2) Given the product [NH:72]1[C:66]2[C:65](=[CH:70][C:69]([O:86][C@H:83]3[CH2:12][CH2:13][N:14]([CH2:16][C:17]4[CH:18]=[CH:19][C:20]([N+:23]([O-:25])=[O:24])=[CH:21][CH:22]=4)[CH2:15]3)=[CH:68][CH:67]=2)[CH:78]=[N:71]1, predict the reactants needed to synthesize it. The reactants are: N1(C2[CH2:15][N:14]([CH2:16][C:17]3[CH:22]=[CH:21][C:20]([N+:23]([O-:25])=[O:24])=[CH:19][CH:18]=3)[CH2:13][CH2:12]C2OC2C(N3C4C(=CC=CC=4)C=N3)[CH2:15][N:14]([CH2:16][C:17]3[CH:22]=[CH:21][C:20]([N+:23]([O-:25])=[O:24])=[CH:19][CH:18]=3)[CH2:13][CH2:12]2)C2C(=CC=CC=2)C=N1.[C:65]1(P([C:65]2[CH:70]=[CH:69][CH:68]=[CH:67][CH:66]=2)[C:65]2[CH:70]=[CH:69][CH:68]=[CH:67][CH:66]=2)[CH:70]=[CH:69][CH:68]=[CH:67][CH:66]=1.[N:71]([C:78](OCC)=O)=[N:72]C(OCC)=O.[C:83](=[O:86])([O-])O.[Na+]. (3) Given the product [Cl:1][C:2]1[C:10]([CH:11]=[N:12][O:13][CH3:14])=[C:9]([Cl:15])[CH:8]=[CH:7][C:3]=1[C:4]([NH:23][C:21]1[O:22][C:18]([CH2:16][CH3:17])=[N:19][N:20]=1)=[O:6], predict the reactants needed to synthesize it. The reactants are: [Cl:1][C:2]1[C:10]([CH:11]=[N:12][O:13][CH3:14])=[C:9]([Cl:15])[CH:8]=[CH:7][C:3]=1[C:4]([OH:6])=O.[CH2:16]([C:18]1[O:22][C:21]([NH2:23])=[N:20][N:19]=1)[CH3:17].C(Cl)(=O)C(Cl)=O.OS([O-])(=O)=O.[K+]. (4) Given the product [ClH:46].[CH2:44]([N:7]([CH2:5][CH3:6])[CH2:8][CH2:9][CH2:10][NH:11][C:12]1[N:13]=[C:14]([C:31]2[CH:32]=[C:33]([CH:40]=[CH:41][C:42]=2[CH3:43])[C:34]([NH:36][CH2:37][CH2:38][CH3:39])=[O:35])[C:15]2[CH2:20][NH:19][C:18](=[O:21])[N:17]([C:22]3[C:23]([F:29])=[CH:24][CH:25]=[CH:26][C:27]=3[F:28])[C:16]=2[N:30]=1)[CH3:45], predict the reactants needed to synthesize it. The reactants are: CC(C)=O.[CH2:5]([N:7]([CH2:44][CH3:45])[CH2:8][CH2:9][CH2:10][NH:11][C:12]1[N:13]=[C:14]([C:31]2[CH:32]=[C:33]([CH:40]=[CH:41][C:42]=2[CH3:43])[C:34]([NH:36][CH2:37][CH2:38][CH3:39])=[O:35])[C:15]2[CH2:20][NH:19][C:18](=[O:21])[N:17]([C:22]3[C:27]([F:28])=[CH:26][CH:25]=[CH:24][C:23]=3[F:29])[C:16]=2[N:30]=1)[CH3:6].[ClH:46].